The task is: Predict the product of the given reaction.. This data is from Forward reaction prediction with 1.9M reactions from USPTO patents (1976-2016). Given the reactants C[O:2][C:3]1[CH:8]=[CH:7][C:6]([NH:9][C:10]2[N:15]=[C:14]([C:16]3[S:20][C:19]([C:21]([NH:23][CH2:24][CH2:25][C:26]4[CH:31]=[CH:30][CH:29]=[CH:28][CH:27]=4)=[O:22])=[CH:18][CH:17]=3)[CH:13]=[CH:12][N:11]=2)=[CH:5][CH:4]=1.B(Br)(Br)Br, predict the reaction product. The product is: [OH:2][C:3]1[CH:8]=[CH:7][C:6]([NH:9][C:10]2[N:15]=[C:14]([C:16]3[S:20][C:19]([C:21]([NH:23][CH2:24][CH2:25][C:26]4[CH:27]=[CH:28][CH:29]=[CH:30][CH:31]=4)=[O:22])=[CH:18][CH:17]=3)[CH:13]=[CH:12][N:11]=2)=[CH:5][CH:4]=1.